From a dataset of Forward reaction prediction with 1.9M reactions from USPTO patents (1976-2016). Predict the product of the given reaction. (1) Given the reactants [CH3:1][O:2][C:3]1[CH:4]=[C:5]2[C:10](=[CH:11][C:12]=1[O:13][CH3:14])[N:9]=[CH:8][CH:7]=[C:6]2[O:15][C:16]1[CH:22]=[CH:21][C:19]([NH2:20])=[C:18]([CH3:23])[C:17]=1[CH3:24].C1(C)C=CC=CC=1.C(N(CC)CC)C.Cl[C:40](Cl)([O:42]C(=O)OC(Cl)(Cl)Cl)Cl.[Br:51][C:52]1[CH:53]=[C:54]([CH:58]=[CH:59][CH:60]=1)[CH:55]([OH:57])[CH3:56], predict the reaction product. The product is: [CH3:1][O:2][C:3]1[CH:4]=[C:5]2[C:10](=[CH:11][C:12]=1[O:13][CH3:14])[N:9]=[CH:8][CH:7]=[C:6]2[O:15][C:16]1[CH:22]=[CH:21][C:19]([NH:20][C:40](=[O:42])[O:57][CH:55]([C:54]2[CH:58]=[CH:59][CH:60]=[C:52]([Br:51])[CH:53]=2)[CH3:56])=[C:18]([CH3:23])[C:17]=1[CH3:24]. (2) Given the reactants [CH2:1]([O:8][C:9]1[CH:10]=[CH:11][C:12]2[C:13]3[N:14]([CH2:22][CH2:23][N:24]=3)[C:15]([NH2:21])=[N:16][C:17]=2[C:18]=1[O:19][CH3:20])[C:2]1[CH:7]=[CH:6][CH:5]=[CH:4][CH:3]=1.ClCC1C=C[C:30]([S:33](C)(=[O:35])=[O:34])=CC=1, predict the reaction product. The product is: [CH3:20][O:19][C:18]1[C:17]2[N:16]=[C:15]([NH2:21])[N:14]3[CH2:22][CH2:23][N:24]=[C:13]3[C:12]=2[CH:11]=[CH:10][C:9]=1[O:8][CH2:1][C:2]1[CH:3]=[CH:4][C:5]([S:33]([CH3:30])(=[O:35])=[O:34])=[CH:6][CH:7]=1.